Dataset: Catalyst prediction with 721,799 reactions and 888 catalyst types from USPTO. Task: Predict which catalyst facilitates the given reaction. (1) Reactant: ClC1C=CC(C(=O)C([N:14]2[CH:18]=[N:17][C:16]([C:19]([F:22])([F:21])[F:20])=[N:15]2)=CN(C)C)=CC=1.O.NN. Product: [F:20][C:19]([F:22])([F:21])[C:16]1[N:17]=[CH:18][NH:14][N:15]=1. The catalyst class is: 8. (2) Reactant: [CH2:1]=[C:2]([CH:4]1[CH2:9][CH2:8][CH2:7][CH2:6][C:5]1=[O:10])[CH3:3].[NH:11]1[C:19]2[C:14](=[CH:15][CH:16]=[CH:17][CH:18]=2)[CH:13]=[CH:12]1.N1C2C(=CC=CC=2)CC=1.C([Al](Cl)Cl)C. Product: [CH3:1][C:2]1[CH2:3][CH:12]2[CH2:13][C:14]3[C:19](=[CH:18][CH:17]=[CH:16][CH:15]=3)[N:11]2[C:5](=[O:10])[CH2:6][CH2:7][CH2:8][CH2:9][CH:4]=1. The catalyst class is: 26. (3) Reactant: BrN1C(=O)CCC1=O.[Cl:9][C:10]1[CH:15]=[CH:14][C:13]([CH:16]2[NH:20][C:19]3([CH2:25][CH2:24][CH2:23][CH2:22][CH2:21]3)[NH:18][C:17]2=[O:26])=[CH:12][CH:11]=1.C(=O)(O)[O-].[Na+]. Product: [Cl:9][C:10]1[CH:11]=[CH:12][C:13]([C:16]2[C:17](=[O:26])[NH:18][C:19]3([CH2:25][CH2:24][CH2:23][CH2:22][CH2:21]3)[N:20]=2)=[CH:14][CH:15]=1. The catalyst class is: 2. (4) Reactant: [Cl-].[Ce+3].[Cl-].[Cl-].[CH:5](/[Mg]Br)=[CH:6]\[CH3:7].CON(C)[C:13](=[O:45])[CH2:14][N:15]([C@@H:23]([C:33](=[CH2:44])[CH2:34][CH2:35][O:36][Si:37]([CH3:43])([CH3:42])[C:38]([CH3:41])([CH3:40])[CH3:39])[CH2:24][O:25][Si:26]([CH3:32])([CH3:31])[C:27]([CH3:30])([CH3:29])[CH3:28])[C:16](=[O:22])[O:17][C:18]([CH3:21])([CH3:20])[CH3:19].CON(C)C(=O)CN([C@@H](C(=C)CCOC(C)(C)C(C)(C)C)CO[Si](C)(C)C(C)(C)[SiH3])C(=O)OC(C)(C)C. Product: [CH3:28][C:27]([CH3:30])([Si:26]([CH3:31])([CH3:32])[O:25][CH2:24][C@@H:23]([N:15]([CH2:14][C:13](=[O:45])[CH:5]=[CH:6][CH3:7])[C:16](=[O:22])[O:17][C:18]([CH3:21])([CH3:20])[CH3:19])[C:33](=[CH2:44])[CH2:34][CH2:35][O:36][Si:37]([CH3:42])([CH3:43])[C:38]([CH3:39])([CH3:40])[CH3:41])[CH3:29]. The catalyst class is: 1. (5) Reactant: [Cl:1][C:2]1[CH:10]=[C:9]2[C:5]([CH:6]=[C:7]([C:11]3[CH:12]=[N:13][CH:14]=[CH:15][CH:16]=3)[NH:8]2)=[CH:4][CH:3]=1.[CH:17]([C:19]1[N:24]=[C:23]([C:25]([O:27][CH2:28][CH3:29])=[O:26])[CH:22]=[CH:21][CH:20]=1)=[O:18]. Product: [Cl:1][C:2]1[CH:10]=[C:9]2[C:5]([C:6]([CH:17]([OH:18])[C:19]3[N:24]=[C:23]([C:25]([O:27][CH2:28][CH3:29])=[O:26])[CH:22]=[CH:21][CH:20]=3)=[C:7]([C:11]3[CH:12]=[N:13][CH:14]=[CH:15][CH:16]=3)[NH:8]2)=[CH:4][CH:3]=1. The catalyst class is: 2. (6) Product: [F:2][C:3]1[CH:4]=[C:5]2[C:9](=[CH:10][C:11]=1[C:12]1[CH:13]=[CH:14][CH:15]=[CH:16][CH:17]=1)[NH:8][CH2:7][CH2:6]2. Reactant: B.[F:2][C:3]1[CH:4]=[C:5]2[C:9](=[CH:10][C:11]=1[C:12]1[CH:17]=[CH:16][CH:15]=[CH:14][CH:13]=1)[NH:8][CH:7]=[CH:6]2.C(O)(C(F)(F)F)=O.[OH-].[Na+]. The catalyst class is: 20. (7) Reactant: [F:1][C:2]([F:25])([C:15]1[CH:16]=[C:17]2[C:22](=[CH:23][CH:24]=1)[N:21]=[CH:20][CH:19]=[CH:18]2)[C:3]1[N:7]2[N:8]=[C:9]([C:12](=O)[CH3:13])[CH:10]=[CH:11][C:6]2=[N:5][N:4]=1.Cl.[NH:27]([C:29]([NH2:31])=[O:30])[NH2:28]. Product: [F:1][C:2]([F:25])([C:15]1[CH:16]=[C:17]2[C:22](=[CH:23][CH:24]=1)[N:21]=[CH:20][CH:19]=[CH:18]2)[C:3]1[N:7]2[N:8]=[C:9](/[C:12](=[N:28]/[NH:27][C:29]([NH2:31])=[O:30])/[CH3:13])[CH:10]=[CH:11][C:6]2=[N:5][N:4]=1. The catalyst class is: 5.